Task: Predict the product of the given reaction.. Dataset: Forward reaction prediction with 1.9M reactions from USPTO patents (1976-2016) (1) Given the reactants [Si](O[C@H](C1C=CC(O)=C2C=1C=CC(=O)N2)CNCCCCCCCCNC(C1C=C(S(C2C=C3C(=C(C)C=2)N=CC(C(N)=O)=C3NC2C=CC=C(OC)C=2)(=O)=O)C=CC=1)=O)(C(C)(C)C)(C)C.[NH2:67][CH2:68][C@@H:69]([C:78]1[C:83]2[O:84][CH2:85][C:86](=[O:88])[NH:87][C:82]=2[C:81]([OH:89])=[CH:80][CH:79]=1)[O:70][Si:71]([C:74]([CH3:77])([CH3:76])[CH3:75])([CH3:73])[CH3:72].[CH3:90][O:91][C:92]1[CH:93]=[C:94]([NH:98][C:99]2[C:108]3[C:103](=[C:104]([CH3:138])[CH:105]=[C:106]([S:109]([C:112]4[CH:117]=[CH:116][CH:115]=[C:114]([C:118](=[O:137])[NH:119][C:120]5[CH:125]=[CH:124][C:123]([C:126]6[CH:131]=[CH:130][C:129]([CH2:132][CH2:133][CH2:134][CH:135]=O)=[CH:128][CH:127]=6)=[CH:122][CH:121]=5)[CH:113]=4)(=[O:111])=[O:110])[CH:107]=3)[N:102]=[CH:101][C:100]=2[C:139]([NH2:141])=[O:140])[CH:95]=[CH:96][CH:97]=1, predict the reaction product. The product is: [Si:71]([O:70][C@H:69]([C:78]1[C:83]2[O:84][CH2:85][C:86](=[O:88])[NH:87][C:82]=2[C:81]([OH:89])=[CH:80][CH:79]=1)[CH2:68][NH:67][CH2:135][CH2:134][CH2:133][CH2:132][C:129]1[CH:130]=[CH:131][C:126]([C:123]2[CH:122]=[CH:121][C:120]([NH:119][C:118]([C:114]3[CH:113]=[C:112]([S:109]([C:106]4[CH:107]=[C:108]5[C:103](=[C:104]([CH3:138])[CH:105]=4)[N:102]=[CH:101][C:100]([C:139]([NH2:141])=[O:140])=[C:99]5[NH:98][C:94]4[CH:95]=[CH:96][CH:97]=[C:92]([O:91][CH3:90])[CH:93]=4)(=[O:110])=[O:111])[CH:117]=[CH:116][CH:115]=3)=[O:137])=[CH:125][CH:124]=2)=[CH:127][CH:128]=1)([C:74]([CH3:77])([CH3:75])[CH3:76])([CH3:73])[CH3:72]. (2) Given the reactants Cl.[CH3:2][O:3][C:4](=[O:16])[CH:5]([NH2:15])[CH2:6][C:7]1[CH:12]=[CH:11][C:10]([Cl:13])=[C:9]([Cl:14])[CH:8]=1.[N:17]1[S:21][N:20]=[C:19]2[C:22]([S:26]([NH:29][C:30]3[CH:38]=[C:37]([I:39])[CH:36]=[CH:35][C:31]=3[C:32](O)=[O:33])(=[O:28])=[O:27])=[CH:23][CH:24]=[CH:25][C:18]=12, predict the reaction product. The product is: [CH3:2][O:3][C:4](=[O:16])[C@@H:5]([NH:15][C:32](=[O:33])[C:31]1[CH:35]=[CH:36][C:37]([I:39])=[CH:38][C:30]=1[NH:29][S:26]([C:22]1[C:19]2=[N:20][S:21][N:17]=[C:18]2[CH:25]=[CH:24][CH:23]=1)(=[O:28])=[O:27])[CH2:6][C:7]1[CH:12]=[CH:11][C:10]([Cl:13])=[C:9]([Cl:14])[CH:8]=1. (3) Given the reactants S(=O)(=O)(O)O.[Cl:6][C:7]1[C:8]([CH3:14])=[C:9]([CH:11]=[CH:12][CH:13]=1)N.N([O-])=[O:16].[Na+], predict the reaction product. The product is: [Cl:6][C:7]1[C:8]([CH3:14])=[C:9]([OH:16])[CH:11]=[CH:12][CH:13]=1. (4) Given the reactants Cl[C:2]1[C:11]([C:12]([OH:14])=[O:13])=[CH:10][C:9]2[C:4](=[CH:5][CH:6]=[C:7]([Cl:15])[CH:8]=2)[N:3]=1.[CH2:16]([O:18][C:19](=[O:29])[CH:20]([NH2:28])[CH2:21][C:22]1[CH:27]=[CH:26][CH:25]=[CH:24][N:23]=1)[CH3:17], predict the reaction product. The product is: [Cl:15][C:7]1[CH:8]=[C:9]2[C:4](=[CH:5][CH:6]=1)[N:3]=[C:2]([NH:28][CH:20]([C:19]([O:18][CH2:16][CH3:17])=[O:29])[CH2:21][C:22]1[CH:27]=[CH:26][CH:25]=[CH:24][N:23]=1)[C:11]([C:12]([OH:14])=[O:13])=[CH:10]2. (5) Given the reactants FC(F)(F)C(O)=O.[NH:8]1[CH2:11][CH:10]([O:12][C:13]2[CH:18]=[C:17]([CH3:19])[C:16]([C:20]3[CH:25]=[CH:24][CH:23]=[C:22]([CH2:26][O:27][C:28]4[CH:41]=[CH:40][C:31]5[C@H:32]([CH2:35][C:36]([O:38][CH3:39])=[O:37])[CH2:33][O:34][C:30]=5[CH:29]=4)[CH:21]=3)=[C:15]([CH3:42])[CH:14]=2)[CH2:9]1.C(N(CC)CC)C.[CH:50]1([C:53](Cl)=[O:54])[CH2:52][CH2:51]1, predict the reaction product. The product is: [CH:50]1([C:53]([N:8]2[CH2:11][CH:10]([O:12][C:13]3[CH:14]=[C:15]([CH3:42])[C:16]([C:20]4[CH:25]=[CH:24][CH:23]=[C:22]([CH2:26][O:27][C:28]5[CH:41]=[CH:40][C:31]6[C@H:32]([CH2:35][C:36]([O:38][CH3:39])=[O:37])[CH2:33][O:34][C:30]=6[CH:29]=5)[CH:21]=4)=[C:17]([CH3:19])[CH:18]=3)[CH2:9]2)=[O:54])[CH2:52][CH2:51]1.